This data is from Full USPTO retrosynthesis dataset with 1.9M reactions from patents (1976-2016). The task is: Predict the reactants needed to synthesize the given product. Given the product [CH3:9][O:8][C:6]1[CH:5]=[CH:4][N:3]=[C:2]([NH:20][C:12]2[CH:13]=[C:14]([N+:17]([O-:19])=[O:18])[CH:15]=[CH:16][C:11]=2[CH3:10])[N:7]=1, predict the reactants needed to synthesize it. The reactants are: Cl[C:2]1[N:7]=[C:6]([O:8][CH3:9])[CH:5]=[CH:4][N:3]=1.[CH3:10][C:11]1[CH:16]=[CH:15][C:14]([N+:17]([O-:19])=[O:18])=[CH:13][C:12]=1[NH2:20].O(C(C)(C)C)[Na].